Dataset: Forward reaction prediction with 1.9M reactions from USPTO patents (1976-2016). Task: Predict the product of the given reaction. (1) Given the reactants Cl[C:2]1[N:10]=[C:9]2[C:5]([N:6]=[CH:7][N:8]2[CH2:11][CH:12]2[CH2:17][CH2:16][O:15][CH2:14][CH2:13]2)=[C:4]([NH2:18])[N:3]=1.O.[C:20](#[N:22])[CH3:21], predict the reaction product. The product is: [CH:21]1([CH2:20][NH:22][C:2]2[N:10]=[C:9]3[C:5]([N:6]=[CH:7][N:8]3[CH2:11][CH:12]3[CH2:17][CH2:16][O:15][CH2:14][CH2:13]3)=[C:4]([NH2:18])[N:3]=2)[CH2:16][CH2:17][CH2:12][CH2:13][CH2:14]1. (2) Given the reactants Cl.[Cl:2][C:3]1[CH:4]=[C:5]([C@H:10]2[C@H:15]([N:16]([CH3:33])[C:17](=[O:32])[C:18]3[CH:23]=[C:22]([C:24]([F:27])([F:26])[F:25])[CH:21]=[C:20]([C:28]([F:31])([F:30])[F:29])[CH:19]=3)[CH2:14][CH2:13][N:12]([C:34]([CH:36]3[CH2:41][CH2:40][NH:39][CH2:38][CH2:37]3)=[O:35])[CH2:11]2)[CH:6]=[CH:7][C:8]=1[Cl:9].C(N(CC)CC)C.[C:49](Cl)(=[O:51])[CH3:50].[OH-].[Na+], predict the reaction product. The product is: [C:49]([N:39]1[CH2:40][CH2:41][CH:36]([C:34]([N:12]2[CH2:13][CH2:14][C@@H:15]([N:16]([CH3:33])[C:17](=[O:32])[C:18]3[CH:23]=[C:22]([C:24]([F:25])([F:27])[F:26])[CH:21]=[C:20]([C:28]([F:29])([F:31])[F:30])[CH:19]=3)[C@H:10]([C:5]3[CH:6]=[CH:7][C:8]([Cl:9])=[C:3]([Cl:2])[CH:4]=3)[CH2:11]2)=[O:35])[CH2:37][CH2:38]1)(=[O:51])[CH3:50]. (3) Given the reactants [CH2:1]([O:3][C:4]1[CH:13]=[C:12]2[C:7]([C:8]([C:16]3[CH:21]=[CH:20][CH:19]=[CH:18][CH:17]=3)=[CH:9][C:10]([CH3:15])([CH3:14])[O:11]2)=[CH:6][C:5]=1/[C:22](/[CH3:27])=[C:23](/[F:26])\[CH2:24][OH:25])[CH3:2].C[N+]1([O-])CCOCC1, predict the reaction product. The product is: [CH2:1]([O:3][C:4]1[CH:13]=[C:12]2[C:7]([C:8]([C:16]3[CH:21]=[CH:20][CH:19]=[CH:18][CH:17]=3)=[CH:9][C:10]([CH3:15])([CH3:14])[O:11]2)=[CH:6][C:5]=1/[C:22](/[CH3:27])=[C:23](/[F:26])\[CH:24]=[O:25])[CH3:2]. (4) The product is: [CH:39]1([CH2:38][N:35]2[CH:36]=[CH:37][C:32]([C:15]3[CH:14]=[CH:13][C:3]([O:4][C:5]4[CH:10]=[CH:9][N:8]=[C:7]([CH3:11])[C:6]=4[CH3:12])=[C:2]([F:1])[CH:16]=3)=[C:33]([C:43]#[N:44])[C:34]2=[O:42])[CH2:40][CH2:41]1. Given the reactants [F:1][C:2]1[CH:16]=[C:15](B2OC(C)(C)C(C)(C)O2)[CH:14]=[CH:13][C:3]=1[O:4][C:5]1[CH:10]=[CH:9][N:8]=[C:7]([CH3:11])[C:6]=1[CH3:12].C([O-])(O)=O.[Na+].Br[C:32]1[CH:37]=[CH:36][N:35]([CH2:38][CH:39]2[CH2:41][CH2:40]2)[C:34](=[O:42])[C:33]=1[C:43]#[N:44], predict the reaction product.